This data is from Forward reaction prediction with 1.9M reactions from USPTO patents (1976-2016). The task is: Predict the product of the given reaction. (1) Given the reactants C(OC(=O)[NH:7][C:8]1[CH2:9][O:10][CH2:11][C:12]([C:16]2[CH:21]=[CH:20][CH:19]=[C:18]([NH:22][C:23]([C:25]3[CH:30]=[CH:29][C:28]([Br:31])=[CH:27][N:26]=3)=[O:24])[CH:17]=2)([CH2:14][F:15])[N:13]=1)(C)(C)C, predict the reaction product. The product is: [NH2:7][C:8]1[CH2:9][O:10][CH2:11][C:12]([C:16]2[CH:17]=[C:18]([NH:22][C:23]([C:25]3[CH:30]=[CH:29][C:28]([Br:31])=[CH:27][N:26]=3)=[O:24])[CH:19]=[CH:20][CH:21]=2)([CH2:14][F:15])[N:13]=1. (2) Given the reactants CN(C)C=O.[C:6]([O:10][C:11](=[O:30])[NH:12][C:13]1[C:14]([CH3:29])=[N:15][N:16]2[C:20]([C:21]3[CH:26]=[CH:25][C:24]([Cl:27])=[CH:23][C:22]=3[Cl:28])=[CH:19][O:18][C:17]=12)([CH3:9])([CH3:8])[CH3:7].[H-].[Na+].[CH:33]1([CH2:36]Br)[CH2:35][CH2:34]1, predict the reaction product. The product is: [C:6]([O:10][C:11](=[O:30])[N:12]([CH2:36][CH:33]1[CH2:35][CH2:34]1)[C:13]1[C:14]([CH3:29])=[N:15][N:16]2[C:20]([C:21]3[CH:26]=[CH:25][C:24]([Cl:27])=[CH:23][C:22]=3[Cl:28])=[CH:19][O:18][C:17]=12)([CH3:9])([CH3:8])[CH3:7]. (3) Given the reactants Cl[C:2]1[CH:7]=[C:6]([C:8]([F:11])([F:10])[F:9])[N:5]=[C:4]([C:12]2[CH:13]=[N:14][CH:15]=[CH:16][CH:17]=2)[N:3]=1.[F:18][C:19]1[CH:20]=[CH:21][C:22]([CH3:26])=[C:23]([CH:25]=1)[NH2:24], predict the reaction product. The product is: [F:18][C:19]1[CH:20]=[CH:21][C:22]([CH3:26])=[C:23]([CH:25]=1)[NH:24][C:2]1[CH:7]=[C:6]([C:8]([F:11])([F:10])[F:9])[N:5]=[C:4]([C:12]2[CH:13]=[N:14][CH:15]=[CH:16][CH:17]=2)[N:3]=1.